This data is from Catalyst prediction with 721,799 reactions and 888 catalyst types from USPTO. The task is: Predict which catalyst facilitates the given reaction. The catalyst class is: 1. Reactant: [F:1][C:2]1[C:15]([F:16])=[C:14]([O:17][CH3:18])[CH:13]=[CH:12][C:3]=1[CH2:4][C:5]1[C:6]([OH:11])=[N:7][NH:8][C:9]=1[CH3:10].[CH2:19]([O:26][C@@H:27]1[C@@H:33]([O:34][CH2:35][C:36]2[CH:41]=[CH:40][CH:39]=[CH:38][CH:37]=2)[C@H:32]([O:42][CH2:43][C:44]2[CH:49]=[CH:48][CH:47]=[CH:46][CH:45]=2)[C@@H:31]([CH2:50][O:51][CH2:52][C:53]2[CH:58]=[CH:57][CH:56]=[CH:55][CH:54]=2)[O:30][C@@H:28]1[OH:29])[C:20]1[CH:25]=[CH:24][CH:23]=[CH:22][CH:21]=1.C1C=CC(P(C2C=CC=CC=2)C2C=CC=CC=2)=CC=1.N(C(OCC)=O)=NC(OCC)=O.C1(C)C=CC=CC=1. Product: [F:1][C:2]1[C:15]([F:16])=[C:14]([O:17][CH3:18])[CH:13]=[CH:12][C:3]=1[CH2:4][C:5]1[C:6]([O:11][C@:28]2([O:30][C@H:31]([CH2:50][O:51][CH2:52][C:53]3[CH:54]=[CH:55][CH:56]=[CH:57][CH:58]=3)[C@@H:32]([O:42][CH2:43][C:44]3[CH:45]=[CH:46][CH:47]=[CH:48][CH:49]=3)[C@H:33]([O:34][CH2:35][C:36]3[CH:41]=[CH:40][CH:39]=[CH:38][CH:37]=3)[C@H:27]2[O:26][CH2:19][C:20]2[CH:25]=[CH:24][CH:23]=[CH:22][CH:21]=2)[OH:29])=[N:7][NH:8][C:9]=1[CH3:10].